The task is: Predict the reaction yield, written as a fraction of the theoretical maximum amount of product (1.0 means a 100% yield; for example, 0.34 means a 34% yield).. This data is from Reaction yield outcomes from USPTO patents with 853,638 reactions. The reactants are [F:1][C:2]1[CH:3]=[C:4]2[C:8](=[CH:9][CH:10]=1)[NH:7][CH:6]=[CH:5]2.[C:11]1(=[O:17])[NH:15][C:14](=[O:16])[CH:13]=[CH:12]1. The catalyst is CC(O)=O. The product is [F:1][C:2]1[CH:3]=[C:4]2[C:8](=[CH:9][CH:10]=1)[NH:7][CH:6]=[C:5]2[CH:13]1[CH2:12][C:11](=[O:17])[NH:15][C:14]1=[O:16]. The yield is 0.350.